Dataset: Forward reaction prediction with 1.9M reactions from USPTO patents (1976-2016). Task: Predict the product of the given reaction. (1) Given the reactants [OH:1][C:2]1[CH:3]=[C:4]([C@H:9]([CH3:13])[C:10]([OH:12])=[O:11])[CH:5]=[C:6]([OH:8])[CH:7]=1.[C:14]1([CH3:24])[CH2:19][CH2:18][C:17]([CH:20]([CH3:22])[CH3:21])=[C:16](O)[CH:15]=1.CCCCCC, predict the reaction product. The product is: [OH:1][C:2]1[CH:3]=[C:4]([C@H:9]([CH3:13])[C:10]([OH:12])=[O:11])[CH:5]=[C:6]2[C:7]=1[C@@H:18]1[CH2:19][C:14]([CH3:24])=[CH:15][CH2:16][C@H:17]1[C:20]([CH3:22])([CH3:21])[O:8]2. (2) Given the reactants [C:1]([S:4][CH2:5][CH2:6][CH2:7][C:8]([F:14])([F:13])[C:9]([F:12])([F:11])[F:10])(=O)[CH3:2].BrCC[CH2:18][CH2:19][CH2:20][CH2:21][Cl:22], predict the reaction product. The product is: [F:13][C:8]([F:14])([C:9]([F:12])([F:11])[F:10])[CH2:7][CH2:6][CH2:5][S:4][CH2:1][CH2:2][CH2:18][CH2:19][CH2:20][CH2:21][Cl:22]. (3) Given the reactants CO[C:3]1[CH:8]=[C:7]([N+:9]([O-:11])=[O:10])[CH:6]=[CH:5][C:4]=1[C:12]1[C:17]([C:18]([O:20]C)=[O:19])=[CH:16][N:15]=[CH:14][CH:13]=1.B(Br)(Br)Br, predict the reaction product. The product is: [N+:9]([C:7]1[CH:6]=[CH:5][C:4]2[C:12]3[C:17](=[CH:16][N:15]=[CH:14][CH:13]=3)[C:18](=[O:19])[O:20][C:3]=2[CH:8]=1)([O-:11])=[O:10]. (4) The product is: [C:11]1([CH3:16])[CH:10]=[CH:9][C:14]([O:15][C@@H:4]([CH3:8])[C:5]([OH:7])=[O:6])=[CH:13][CH:12]=1. Given the reactants [H-].[Na+].Br[C@@H:4]([CH3:8])[C:5]([OH:7])=[O:6].[CH:9]1[C:14]([OH:15])=[CH:13][CH:12]=[C:11]([CH3:16])[CH:10]=1.C1([O-])C=CC=CC=1.BrC(C)C([O-])=O, predict the reaction product. (5) Given the reactants Br[C:2]1[S:18][C:5]2[CH2:6][N:7]([C:11]([O:13][C:14]([CH3:17])([CH3:16])[CH3:15])=[O:12])[CH2:8][CH2:9][O:10][C:4]=2[C:3]=1[CH:19]1[CH2:21][CH2:20]1.[CH3:22]B(O)O.P([O-])([O-])([O-])=O.[K+].[K+].[K+].COCCOC, predict the reaction product. The product is: [CH:19]1([C:3]2[C:4]3[O:10][CH2:9][CH2:8][N:7]([C:11]([O:13][C:14]([CH3:17])([CH3:16])[CH3:15])=[O:12])[CH2:6][C:5]=3[S:18][C:2]=2[CH3:22])[CH2:21][CH2:20]1.